Predict the product of the given reaction. From a dataset of Forward reaction prediction with 1.9M reactions from USPTO patents (1976-2016). (1) Given the reactants [N:1]1[C:10]2[C:5](=[CH:6][CH:7]=[CH:8][CH:9]=2)[CH:4]=[CH:3][CH:2]=1.[CH3:11][N:12]1[C:20]2[C:15](=[CH:16][CH:17]=[CH:18][CH:19]=2)[C:14](=[O:21])[C:13]1=[O:22].FC(F)(F)S(O[C:29]1[CH:34]=[CH:33][CH:32]=[CH:31][C:30]=1[Si](C)(C)C)(=O)=O.[F-].[K+].O1CCOCCOCCOCCOCCOCC1, predict the reaction product. The product is: [CH3:11][N:12]1[C:20]2[C:15](=[CH:16][CH:17]=[CH:18][CH:19]=2)[C:14]2([O:21][CH:2]3[CH:3]=[CH:4][C:5]4[C:10]([N:1]3[C:30]3[CH:31]=[CH:32][CH:33]=[CH:34][C:29]2=3)=[CH:9][CH:8]=[CH:7][CH:6]=4)[C:13]1=[O:22]. (2) The product is: [F:12][C:13]([F:24])([F:23])[C:14]([NH:9][CH2:8][C:7]1[CH:10]=[CH:11][C:4]([NH2:1])=[CH:5][CH:6]=1)=[O:15]. Given the reactants [N+:1]([C:4]1[CH:11]=[CH:10][C:7]([CH2:8][NH2:9])=[CH:6][CH:5]=1)([O-])=O.[F:12][C:13]([F:24])([F:23])[C:14](O[C:14](=[O:15])[C:13]([F:24])([F:23])[F:12])=[O:15], predict the reaction product. (3) Given the reactants [H-].[Na+].[CH3:3][C:4]1[C:12]2[C:7](=[CH:8][C:9]([CH:13]3[CH2:17][NH:16][C:15](=[O:18])[CH2:14]3)=[CH:10][CH:11]=2)[N:6]([CH2:19][CH2:20][CH2:21][C:22]2[CH:27]=[CH:26][CH:25]=[CH:24][CH:23]=2)[CH:5]=1.[CH2:28](Br)[C:29]1[CH:34]=[CH:33][CH:32]=[CH:31][CH:30]=1.CN1C(=O)N(C)CCC1, predict the reaction product. The product is: [CH2:28]([N:16]1[CH2:17][CH:13]([C:9]2[CH:8]=[C:7]3[C:12]([C:4]([CH3:3])=[CH:5][N:6]3[CH2:19][CH2:20][CH2:21][C:22]3[CH:23]=[CH:24][CH:25]=[CH:26][CH:27]=3)=[CH:11][CH:10]=2)[CH2:14][C:15]1=[O:18])[C:29]1[CH:34]=[CH:33][CH:32]=[CH:31][CH:30]=1. (4) Given the reactants Br[C:2]1[CH:7]=[CH:6][C:5]([C:8]([N:10]2[CH2:15][CH2:14][N:13]([C:16]3[CH:21]=[CH:20][C:19]([CH3:22])=[CH:18][C:17]=3[CH3:23])[CH2:12][CH2:11]2)=[O:9])=[C:4]([S:24]([CH3:27])(=[O:26])=[O:25])[CH:3]=1.[CH2:28]([C@@H:35]1[CH2:39][O:38][C:37](=[O:40])[NH:36]1)[C:29]1[CH:34]=[CH:33][CH:32]=[CH:31][CH:30]=1, predict the reaction product. The product is: [CH2:28]([C@@H:35]1[CH2:39][O:38][C:37](=[O:40])[N:36]1[C:2]1[CH:7]=[CH:6][C:5]([C:8]([N:10]2[CH2:15][CH2:14][N:13]([C:16]3[CH:21]=[CH:20][C:19]([CH3:22])=[CH:18][C:17]=3[CH3:23])[CH2:12][CH2:11]2)=[O:9])=[C:4]([S:24]([CH3:27])(=[O:26])=[O:25])[CH:3]=1)[C:29]1[CH:30]=[CH:31][CH:32]=[CH:33][CH:34]=1. (5) Given the reactants [Br:1][C:2]1[CH:7]=[CH:6][C:5]([N:8]2[C:12]([CH3:13])=[C:11](C(O)=O)[N:10]=[N:9]2)=[CH:4][CH:3]=1.[C:17]1([C@H:23]([OH:25])[CH3:24])[CH:22]=[CH:21][CH:20]=[CH:19][CH:18]=1.C([N:28]([CH2:31]C)CC)C.C1(P(N=[N+]=[N-])(C2C=CC=CC=2)=[O:40])C=CC=CC=1, predict the reaction product. The product is: [C:17]1([C@H:23]([O:25][C:31](=[O:40])[NH:28][C:11]2[N:10]=[N:9][N:8]([C:5]3[CH:4]=[CH:3][C:2]([Br:1])=[CH:7][CH:6]=3)[C:12]=2[CH3:13])[CH3:24])[CH:22]=[CH:21][CH:20]=[CH:19][CH:18]=1.